This data is from Forward reaction prediction with 1.9M reactions from USPTO patents (1976-2016). The task is: Predict the product of the given reaction. (1) The product is: [C:16]12([NH:21][C:2]3[C:7]([C:8]([O:10][CH2:11][CH3:12])=[O:9])=[CH:6][N:5]=[C:4]([S:13][CH3:14])[N:3]=3)[CH2:20][CH:18]([CH2:19]1)[CH2:17]2. Given the reactants Cl[C:2]1[C:7]([C:8]([O:10][CH2:11][CH3:12])=[O:9])=[CH:6][N:5]=[C:4]([S:13][CH3:14])[N:3]=1.Cl.[C:16]12([NH2:21])[CH2:20][CH:18]([CH2:19]1)[CH2:17]2.CCN(C(C)C)C(C)C, predict the reaction product. (2) The product is: [C:17]([NH:1][C@H:2]([C:8]([OH:10])=[O:9])[CH2:3][CH2:4][C:5](=[O:7])[NH2:6])([O:19][CH2:20][CH:21]1[C:22]2[C:27](=[CH:26][CH:25]=[CH:24][CH:23]=2)[C:28]2[C:33]1=[CH:32][CH:31]=[CH:30][CH:29]=2)=[O:18]. Given the reactants [NH2:1][C@H:2]([C:8]([OH:10])=[O:9])[CH2:3][CH2:4][C:5](=[O:7])[NH2:6].C(=O)([O-])[O-].[Na+].[Na+].[C:17](ON1C(=O)CCC1=O)([O:19][CH2:20][CH:21]1[C:33]2[C:28](=[CH:29][CH:30]=[CH:31][CH:32]=2)[C:27]2[C:22]1=[CH:23][CH:24]=[CH:25][CH:26]=2)=[O:18], predict the reaction product. (3) The product is: [CH3:1][C:2]1[CH:7]=[CH:6][C:5]([CH3:8])=[CH:4][C:3]=1[O:9][CH2:10][CH:11]1[CH2:16][CH2:15][N:14]([S:17]([CH2:20][CH:21]([NH:29][OH:30])[C:22]2[CH:23]=[CH:24][C:25]([F:28])=[CH:26][CH:27]=2)(=[O:19])=[O:18])[CH2:13][CH2:12]1. Given the reactants [CH3:1][C:2]1[CH:7]=[CH:6][C:5]([CH3:8])=[CH:4][C:3]=1[O:9][CH2:10][CH:11]1[CH2:16][CH2:15][N:14]([S:17](/[CH:20]=[CH:21]/[C:22]2[CH:27]=[CH:26][C:25]([F:28])=[CH:24][CH:23]=2)(=[O:19])=[O:18])[CH2:13][CH2:12]1.[NH2:29][OH:30].[Cl-].[NH4+].CCOC(C)=O.CCCCCC, predict the reaction product. (4) Given the reactants [Cl:1][CH2:2][C:3](Cl)=[O:4].[F:6][C:7]1[CH:8]=[C:9]([NH:14][C:15]2[CH:20]=[CH:19][CH:18]=[CH:17][CH:16]=2)[C:10]([NH2:13])=[CH:11][CH:12]=1.N1C=CC=CC=1, predict the reaction product. The product is: [Cl:1][CH2:2][C:3]([NH:13][C:10]1[CH:11]=[CH:12][C:7]([F:6])=[CH:8][C:9]=1[NH:14][C:15]1[CH:20]=[CH:19][CH:18]=[CH:17][CH:16]=1)=[O:4]. (5) Given the reactants C([O:5][C:6]([C:8]1[CH:30]=[CH:29][C:11]([O:12][C:13]2[CH:22]=[C:21]3[C:16]([CH:17]([C:23]([O:25][CH2:26][CH3:27])=[O:24])[CH2:18][CH2:19][O:20]3)=[CH:15][C:14]=2[Cl:28])=[CH:10][CH:9]=1)=[O:7])(C)(C)C.C(OCC)(=O)C, predict the reaction product. The product is: [Cl:28][C:14]1[CH:15]=[C:16]2[C:21](=[CH:22][C:13]=1[O:12][C:11]1[CH:29]=[CH:30][C:8]([C:6]([OH:7])=[O:5])=[CH:9][CH:10]=1)[O:20][CH2:19][CH2:18][CH:17]2[C:23]([O:25][CH2:26][CH3:27])=[O:24]. (6) Given the reactants [Cl:1][C:2]1[CH:3]=[N:4][CH:5]=[C:6]([CH2:27]Cl)[C:7]=1[CH2:8][O:9][C:10]1[CH:11]=[CH:12][CH:13]=[C:14]2[C:19]=1[N:18]=[C:17]([CH3:20])[CH:16]=[C:15]2[C:21]1[N:22]([CH3:26])[N:23]=[CH:24][CH:25]=1.[NH3:29], predict the reaction product. The product is: [Cl:1][C:2]1[C:7]([CH2:8][O:9][C:10]2[CH:11]=[CH:12][CH:13]=[C:14]3[C:19]=2[N:18]=[C:17]([CH3:20])[CH:16]=[C:15]3[C:21]2[N:22]([CH3:26])[N:23]=[CH:24][CH:25]=2)=[C:6]([CH2:27][NH2:29])[CH:5]=[N:4][CH:3]=1. (7) Given the reactants [O:1]1[CH:5]=[CH:4][CH:3]=[C:2]1[C:6]1[O:7][C:8]2[C:9](=[C:11]([C:15]([OH:17])=O)[CH:12]=[CH:13][CH:14]=2)[N:10]=1.Cl.Cl.[NH2:20][CH:21]1[CH2:28][CH:27]2[N:29]([CH3:30])[CH:23]([CH2:24][CH2:25][CH2:26]2)[CH2:22]1.Cl.C(N=C=NCCCN(C)C)C.ON1C2C=CC=CC=2N=N1.C(N(CC)CC)C, predict the reaction product. The product is: [CH3:30][N:29]1[CH:23]2[CH2:24][CH2:25][CH2:26][CH:27]1[CH2:28][CH:21]([NH:20][C:15]([C:11]1[CH:12]=[CH:13][CH:14]=[C:8]3[O:7][C:6]([C:2]4[O:1][CH:5]=[CH:4][CH:3]=4)=[N:10][C:9]=13)=[O:17])[CH2:22]2. (8) Given the reactants N#N.[C:3]([Si:7]([CH3:26])([CH3:25])[O:8][CH2:9][CH2:10][C:11]1[CH:12]=[C:13]([C:17]2[O:21][CH:20]=[N:19][C:18]=2[C:22](O)=[O:23])[CH:14]=[CH:15][CH:16]=1)([CH3:6])([CH3:5])[CH3:4].C1C=CC2N(O)N=NC=2C=1.C(Cl)CCl.CCN(C(C)C)C(C)C.[CH3:50][C:51]1([C:56]2[O:60][C:59]([CH2:61][N:62]3[CH:66]=[CH:65][C:64]([NH2:67])=[N:63]3)=[CH:58][CH:57]=2)[O:55][CH2:54][CH2:53][O:52]1, predict the reaction product. The product is: [CH3:50][C:51]1([C:56]2[O:60][C:59]([CH2:61][N:62]3[CH:66]=[CH:65][C:64]([NH:67][C:22]([C:18]4[N:19]=[CH:20][O:21][C:17]=4[C:13]4[CH:14]=[CH:15][CH:16]=[C:11]([CH2:10][CH2:9][O:8][Si:7]([C:3]([CH3:6])([CH3:5])[CH3:4])([CH3:26])[CH3:25])[CH:12]=4)=[O:23])=[N:63]3)=[CH:58][CH:57]=2)[O:55][CH2:54][CH2:53][O:52]1. (9) Given the reactants [C:1]([O:5][C:6](=[O:19])[C:7]([S:10][C:11]1[S:12][CH:13]=[C:14]([CH2:16][CH2:17][OH:18])[N:15]=1)([CH3:9])[CH3:8])([CH3:4])([CH3:3])[CH3:2].[I:20][C:21]1[CH:26]=[CH:25][C:24](O)=[CH:23][CH:22]=1.C1(P(C2C=CC=CC=2)C2C=CC=CC=2)C=CC=CC=1.[N+](C(OCC)=O)(C(OCC)=O)=[N-], predict the reaction product. The product is: [C:1]([O:5][C:6](=[O:19])[C:7]([S:10][C:11]1[S:12][CH:13]=[C:14]([CH2:16][CH2:17][O:18][C:24]2[CH:25]=[CH:26][C:21]([I:20])=[CH:22][CH:23]=2)[N:15]=1)([CH3:9])[CH3:8])([CH3:2])([CH3:4])[CH3:3].